From a dataset of Peptide-MHC class I binding affinity with 185,985 pairs from IEDB/IMGT. Regression. Given a peptide amino acid sequence and an MHC pseudo amino acid sequence, predict their binding affinity value. This is MHC class I binding data. (1) The peptide sequence is SYSKMSVVMR. The MHC is HLA-A11:01 with pseudo-sequence HLA-A11:01. The binding affinity (normalized) is 0.0771. (2) The peptide sequence is AINSEMFLR. The MHC is HLA-A31:01 with pseudo-sequence HLA-A31:01. The binding affinity (normalized) is 0.612. (3) The peptide sequence is KKSAFYQSY. The MHC is HLA-A02:03 with pseudo-sequence HLA-A02:03. The binding affinity (normalized) is 0.0847. (4) The peptide sequence is CGDPSSFEY. The MHC is HLA-A29:02 with pseudo-sequence HLA-A29:02. The binding affinity (normalized) is 0.378. (5) The peptide sequence is QVPLRPMTYK. The MHC is HLA-A03:01 with pseudo-sequence HLA-A03:01. The binding affinity (normalized) is 0.803.